From a dataset of Peptide-MHC class I binding affinity with 185,985 pairs from IEDB/IMGT. Regression. Given a peptide amino acid sequence and an MHC pseudo amino acid sequence, predict their binding affinity value. This is MHC class I binding data. (1) The peptide sequence is WESGAVLCV. The MHC is HLA-B08:02 with pseudo-sequence HLA-B08:02. The binding affinity (normalized) is 0.0847. (2) The peptide sequence is IITPVVFYR. The MHC is HLA-A11:01 with pseudo-sequence HLA-A11:01. The binding affinity (normalized) is 1.00.